This data is from Forward reaction prediction with 1.9M reactions from USPTO patents (1976-2016). The task is: Predict the product of the given reaction. (1) Given the reactants [C:1]([N:8]1[C:12](=O)[CH2:11][CH2:10][C@@H:9]1[C:14]([O:16][CH2:17][CH3:18])=[O:15])([O:3][C:4]([CH3:7])([CH3:6])[CH3:5])=[O:2].BrCC1C=CC=CC=1.Br[C:28]1[CH:33]=[CH:32][C:31]([O:34][C:35]([CH3:38])([CH3:37])[CH3:36])=[CH:30][CH:29]=1, predict the reaction product. The product is: [CH2:17]([O:16][C:14](=[O:15])[C@H:9]([NH:8][C:1]([O:3][C:4]([CH3:7])([CH3:6])[CH3:5])=[O:2])[CH2:10][CH2:11][CH2:12][C:28]1[CH:33]=[CH:32][C:31]([O:34][C:35]([CH3:38])([CH3:37])[CH3:36])=[CH:30][CH:29]=1)[CH3:18]. (2) Given the reactants [C:1]([O:5][C:6]([N:8]([CH2:18][C@H:19]1[CH2:28][CH2:27][C:26]2[C:21](=[CH:22][CH:23]=[C:24]([S:29][C:30]3[CH:31]=[C:32]([CH:36]=[CH:37][CH:38]=3)[C:33]([OH:35])=[O:34])[CH:25]=2)[O:20]1)[CH2:9][C@H:10]([OH:17])[C:11]1[CH:12]=[N:13][CH:14]=[CH:15][CH:16]=1)=[O:7])([CH3:4])([CH3:3])[CH3:2].[CH3:39][Si](C=[N+]=[N-])(C)C, predict the reaction product. The product is: [C:1]([O:5][C:6]([N:8]([CH2:18][C@H:19]1[CH2:28][CH2:27][C:26]2[C:21](=[CH:22][CH:23]=[C:24]([S:29][C:30]3[CH:31]=[C:32]([CH:36]=[CH:37][CH:38]=3)[C:33]([O:35][CH3:39])=[O:34])[CH:25]=2)[O:20]1)[CH2:9][C@H:10]([OH:17])[C:11]1[CH:12]=[N:13][CH:14]=[CH:15][CH:16]=1)=[O:7])([CH3:4])([CH3:2])[CH3:3]. (3) Given the reactants [C:1]1([C:7]2[C:15]3[O:14][C:13]([NH:16][CH:17]4[CH2:22][CH2:21][NH:20][CH2:19][CH2:18]4)=[N:12][C:11]=3[CH:10]=[CH:9][CH:8]=2)[CH:6]=[CH:5][CH:4]=[CH:3][CH:2]=1.C(OC(N1CCC(N(C(OC(C)(C)C)=O)C2OC3C(C4C=CC=CC=4)=CC=CC=3N=2)CC1)=O)(C)(C)C.FC(F)(F)C(O)=O.[CH2:66]([O:68][C:69]1[CH:70]=[C:71]([CH:74]=[C:75]([O:78][CH2:79][CH3:80])[C:76]=1[F:77])[CH:72]=O)[CH3:67].C([BH3-])#N.[Na+].C(N(C(C)C)C(C)C)C, predict the reaction product. The product is: [CH2:66]([O:68][C:69]1[CH:70]=[C:71]([CH:74]=[C:75]([O:78][CH2:79][CH3:80])[C:76]=1[F:77])[CH2:72][N:20]1[CH2:21][CH2:22][CH:17]([NH:16][C:13]2[O:14][C:15]3[C:7]([C:1]4[CH:2]=[CH:3][CH:4]=[CH:5][CH:6]=4)=[CH:8][CH:9]=[CH:10][C:11]=3[N:12]=2)[CH2:18][CH2:19]1)[CH3:67]. (4) Given the reactants [Br:1][C:2]1[CH:7]=[CH:6][C:5]([C:8]2[N:9]=[C:10]([N:13]3[CH2:18][CH2:17][CH:16]([NH:19]C(=O)OC(C)(C)C)[CH2:15][CH2:14]3)[S:11][CH:12]=2)=[CH:4][CH:3]=1.C(O)(C(F)(F)F)=O, predict the reaction product. The product is: [Br:1][C:2]1[CH:7]=[CH:6][C:5]([C:8]2[N:9]=[C:10]([N:13]3[CH2:18][CH2:17][CH:16]([NH2:19])[CH2:15][CH2:14]3)[S:11][CH:12]=2)=[CH:4][CH:3]=1. (5) Given the reactants [Cl:1][C:2]1[CH:3]=[C:4]([CH2:9][N:10]2[C:14]([CH3:15])=[C:13]([C:16]([OH:18])=O)[N:12]=[N:11]2)[CH:5]=[CH:6][C:7]=1[Cl:8].[NH2:19][C:20]1[O:21][C:22]([C:25]([O:27][CH2:28][CH3:29])=[O:26])=[CH:23][N:24]=1.C1C=CC2N(O)N=NC=2C=1.CCN=C=NCCCN(C)C.Cl.CCN(CC)CC, predict the reaction product. The product is: [Cl:1][C:2]1[CH:3]=[C:4]([CH2:9][N:10]2[C:14]([CH3:15])=[C:13]([C:16]([NH:19][C:20]3[O:21][C:22]([C:25]([O:27][CH2:28][CH3:29])=[O:26])=[CH:23][N:24]=3)=[O:18])[N:12]=[N:11]2)[CH:5]=[CH:6][C:7]=1[Cl:8]. (6) Given the reactants [Cl:1][C:2]1[CH:3]=[CH:4][C:5]2[S:9][C:8](=[O:10])[N:7]([CH2:11][CH:12]=C)[C:6]=2[CH:14]=1.I([O-])(=O)(=O)=[O:16].[Na+], predict the reaction product. The product is: [Cl:1][C:2]1[CH:3]=[CH:4][C:5]2[S:9][C:8](=[O:10])[N:7]([CH2:11][CH:12]=[O:16])[C:6]=2[CH:14]=1.